This data is from Reaction yield outcomes from USPTO patents with 853,638 reactions. The task is: Predict the reaction yield, written as a fraction of the theoretical maximum amount of product (1.0 means a 100% yield; for example, 0.34 means a 34% yield). (1) The reactants are [OH:1][C:2]1[CH:7]=[CH:6][N:5]=[CH:4][CH:3]=1.F[C:9]1[CH:14]=[CH:13][C:12]([N+:15]([O-:17])=[O:16])=[CH:11][CH:10]=1.C([O-])([O-])=O.[K+].[K+]. The catalyst is CN(C=O)C.O. The product is [N:5]1[CH:6]=[CH:7][C:2]([O:1][C:9]2[CH:14]=[CH:13][C:12]([N+:15]([O-:17])=[O:16])=[CH:11][CH:10]=2)=[CH:3][CH:4]=1. The yield is 0.900. (2) The reactants are I[C:2]1[CH:3]=[CH:4][C:5]([NH2:8])=[N:6][CH:7]=1.[N+:9]([C:12]1[CH:13]=[C:14](B(O)O)[CH:15]=[CH:16][CH:17]=1)([O-:11])=[O:10]. No catalyst specified. The product is [N+:9]([C:12]1[CH:17]=[C:16]([C:2]2[CH:3]=[CH:4][C:5]([NH2:8])=[N:6][CH:7]=2)[CH:15]=[CH:14][CH:13]=1)([O-:11])=[O:10]. The yield is 0.600. (3) The reactants are [CH2:1]([O:8][CH2:9][CH:10]1[CH2:12][O:11]1)[C:2]1[CH:7]=[CH:6][CH:5]=[CH:4][CH:3]=1.[NH4+].[Cl-].[N-:15]=[N+:16]=[N-:17].[Na+]. The catalyst is CO.O. The product is [N:15]([CH2:12][CH:10]([OH:11])[CH2:9][O:8][CH2:1][C:2]1[CH:7]=[CH:6][CH:5]=[CH:4][CH:3]=1)=[N+:16]=[N-:17]. The yield is 0.930. (4) The reactants are [N+:1]([C:4]1[CH:5]=[CH:6][C:7]2[O:12][C@:11]([CH3:18])([CH:13]([O:16][CH3:17])[O:14][CH3:15])[C@H:10]3[O:19][C@H:9]3[C:8]=2[CH:20]=1)([O-:3])=[O:2].[CH3:21][C:22]1[CH:27]=[C:26]([CH3:28])[CH:25]=[CH:24][C:23]=1[NH:29][CH2:30][C:31]1[NH:32][CH:33]=[CH:34][N:35]=1. No catalyst specified. The product is [N+:1]([C:4]1[CH:5]=[CH:6][C:7]2[O:12][C@:11]([CH3:18])([CH:13]([O:16][CH3:17])[O:14][CH3:15])[C@@H:10]([OH:19])[C@H:9]([N:29]([C:23]3[CH:24]=[CH:25][C:26]([CH3:28])=[CH:27][C:22]=3[CH3:21])[CH2:30][C:31]3[NH:35][CH:34]=[CH:33][N:32]=3)[C:8]=2[CH:20]=1)([O-:3])=[O:2]. The yield is 0.330. (5) The reactants are [CH3:1][C:2]1[N:7]=[C:6]([O:8][C:9]2[CH:16]=[CH:15][C:12]([CH:13]=O)=[CH:11][CH:10]=2)[CH:5]=[CH:4][CH:3]=1.[H-].[Na+].[CH2:19]1COCC1. The catalyst is [Br-].C[P+](C1C=CC=CC=1)(C1C=CC=CC=1)C1C=CC=CC=1. The product is [CH:13]([C:12]1[CH:15]=[CH:16][C:9]([O:8][C:6]2[CH:5]=[CH:4][CH:3]=[C:2]([CH3:1])[N:7]=2)=[CH:10][CH:11]=1)=[CH2:19]. The yield is 0.511. (6) The reactants are [C:1]([O:5][C:6]([NH:8][C@@:9]([C:24]([O:26][CH2:27][CH3:28])=[O:25])([C:21](O)=[O:22])[CH2:10][C:11]([O:13][CH2:14][C:15]1[CH:20]=[CH:19][CH:18]=[CH:17][CH:16]=1)=[O:12])=[O:7])([CH3:4])([CH3:3])[CH3:2].ClC(OCC(C)C)=O.[NH3:37].Cl. The catalyst is C1COCC1.C(N(CC)CC)C. The product is [C:1]([O:5][C:6]([NH:8][C@:9]([C:21](=[O:22])[NH2:37])([C:24]([O:26][CH2:27][CH3:28])=[O:25])[CH2:10][C:11]([O:13][CH2:14][C:15]1[CH:20]=[CH:19][CH:18]=[CH:17][CH:16]=1)=[O:12])=[O:7])([CH3:4])([CH3:3])[CH3:2]. The yield is 0.550. (7) The product is [C:23]([O:19][C:4](=[O:3])/[CH:5]=[CH:6]/[C:14]1[CH:15]=[N:16][C:10]2[NH:9][C:8](=[O:18])[N:7]([CH2:6][CH2:5][C:4]([O:3][CH2:1][CH3:2])=[O:19])[CH2:12][C:11]=2[CH:13]=1)([CH3:22])([CH3:24])[CH3:28]. No catalyst specified. The reactants are [CH2:1]([O:3][C:4](=[O:19])[CH2:5][CH2:6][N:7]1[CH2:12][C:11]2[CH:13]=[C:14](Br)[CH:15]=[N:16][C:10]=2[NH:9][C:8]1=[O:18])[CH3:2].BrC1C=N[C:24]2NC(=O)N(CCN(C)C)[CH2:28][C:23]=2[CH:22]=1. The yield is 0.210.